The task is: Predict the product of the given reaction.. This data is from Forward reaction prediction with 1.9M reactions from USPTO patents (1976-2016). (1) Given the reactants [F:1][C:2]([F:15])([F:14])[C:3]1[CH:8]=[CH:7][C:6]([C:9](=[O:13])[C:10](=[O:12])[CH3:11])=[CH:5][CH:4]=1.[Br:16]Br.S([O-])([O-])(=O)=S.[Na+].[Na+], predict the reaction product. The product is: [Br:16][CH2:11][C:10](=[O:12])[C:9]([C:6]1[CH:5]=[CH:4][C:3]([C:2]([F:14])([F:15])[F:1])=[CH:8][CH:7]=1)=[O:13]. (2) Given the reactants [NH2:1][CH2:2][C:3]1[O:7][N:6]=[C:5]([C:8]2[CH:13]=[CH:12][CH:11]=[CH:10][CH:9]=2)[CH:4]=1.[CH:14]1([N:20]=[C:21]=[O:22])[CH2:19][CH2:18][CH2:17][CH2:16][CH2:15]1, predict the reaction product. The product is: [C:8]1([C:5]2[CH:4]=[C:3]([CH2:2][NH:1][C:21](=[O:22])[NH:20][CH:14]3[CH2:19][CH2:18][CH2:17][CH2:16][CH2:15]3)[O:7][N:6]=2)[CH:9]=[CH:10][CH:11]=[CH:12][CH:13]=1. (3) Given the reactants [C:1]([NH:9][CH:10]([CH3:19])[C:11](=[O:18])[CH2:12][C:13]([O:15][CH2:16][CH3:17])=[O:14])(=O)[C:2]1[CH:7]=[CH:6][CH:5]=[CH:4][CH:3]=1.O=P(Cl)(Cl)Cl.C([O-])(O)=O.[Na+], predict the reaction product. The product is: [CH3:19][C:10]1[N:9]=[C:1]([C:2]2[CH:7]=[CH:6][CH:5]=[CH:4][CH:3]=2)[O:18][C:11]=1[CH2:12][C:13]([O:15][CH2:16][CH3:17])=[O:14]. (4) The product is: [CH2:1]([O:8][C:9]1[CH:10]=[CH:11][C:12]([NH:15][C:16]2[C:21]([NH2:22])=[CH:20][C:19]([CH3:25])=[CH:18][N:17]=2)=[CH:13][CH:14]=1)[C:2]1[CH:7]=[CH:6][CH:5]=[CH:4][CH:3]=1. Given the reactants [CH2:1]([O:8][C:9]1[CH:14]=[CH:13][C:12]([NH:15][C:16]2[C:21]([N+:22]([O-])=O)=[CH:20][C:19]([CH3:25])=[CH:18][N:17]=2)=[CH:11][CH:10]=1)[C:2]1[CH:7]=[CH:6][CH:5]=[CH:4][CH:3]=1, predict the reaction product. (5) Given the reactants [CH:1]12[N:8]([C:9]3[CH:15]=[CH:14][C:12]([NH2:13])=[CH:11][CH:10]=3)[CH:5]([CH2:6][CH2:7]1)[CH2:4][CH2:3][CH2:2]2.[F:16]C1C=CC([N+]([O-])=O)=CC=1, predict the reaction product. The product is: [CH:5]12[N:8]([C:9]3[CH:10]=[CH:11][C:12]([NH2:13])=[CH:14][C:15]=3[F:16])[CH:1]([CH2:7][CH2:6]1)[CH2:2][CH2:3][CH2:4]2. (6) Given the reactants [CH2:1]([C:8]1([N:15]([CH3:17])[CH3:16])[CH2:13][CH2:12][C:11](=O)[CH2:10][CH2:9]1)[C:2]1[CH:7]=[CH:6][CH:5]=[CH:4][CH:3]=1.Cl.CN.[CH2:21]([N:23](CC)CC)C.[OH-].[Na+], predict the reaction product. The product is: [CH2:1]([C:8]1([N:15]([CH3:17])[CH3:16])[CH2:13][CH2:12][CH:11]([NH:23][CH3:21])[CH2:10][CH2:9]1)[C:2]1[CH:7]=[CH:6][CH:5]=[CH:4][CH:3]=1.